This data is from Full USPTO retrosynthesis dataset with 1.9M reactions from patents (1976-2016). The task is: Predict the reactants needed to synthesize the given product. (1) The reactants are: [Cl:1][C:2]1[N:9]=[C:8](Cl)[CH:7]=[CH:6][C:3]=1[C:4]#[N:5].[N:11]1([C:17]([O:19][C:20]([CH3:23])([CH3:22])[CH3:21])=[O:18])[CH2:16][CH2:15][NH:14][CH2:13][CH2:12]1.C([O-])([O-])=O.[K+].[K+]. Given the product [Cl:1][C:2]1[N:9]=[C:8]([N:14]2[CH2:13][CH2:12][N:11]([C:17]([O:19][C:20]([CH3:23])([CH3:22])[CH3:21])=[O:18])[CH2:16][CH2:15]2)[CH:7]=[CH:6][C:3]=1[C:4]#[N:5], predict the reactants needed to synthesize it. (2) Given the product [F:1][C:2]1[CH:3]=[CH:4][CH:5]=[C:6]2[C:7]=1[C:8]1[CH:9]=[C:10]([C:14](=[O:16])[CH3:15])[CH:11]=[CH:12][C:13]=1[N:17]2[CH2:21][CH2:20][CH3:25], predict the reactants needed to synthesize it. The reactants are: [F:1][C:2]1[C:7]([C:8]2[CH:13]=[CH:12][CH:11]=[C:10]([C:14](=[O:16])[CH3:15])[CH:9]=2)=[C:6]([N+:17]([O-])=O)[CH:5]=[CH:4][CH:3]=1.[C:20]1(P(C2C=CC=CC=2)C2C=CC=CC=2)[CH:25]=CC=C[CH:21]=1.